From a dataset of Retrosynthesis with 50K atom-mapped reactions and 10 reaction types from USPTO. Predict the reactants needed to synthesize the given product. (1) Given the product COCCCNc1ccc(NC(=O)c2nc(-c3ccccc3)oc2C(F)(F)F)cn1, predict the reactants needed to synthesize it. The reactants are: COCCCNc1ccc(N)cn1.O=C(O)c1nc(-c2ccccc2)oc1C(F)(F)F. (2) Given the product c1ccc(CSc2nsc(OCc3cncnc3)n2)cc1, predict the reactants needed to synthesize it. The reactants are: Clc1nc(SCc2ccccc2)ns1.OCc1cncnc1. (3) Given the product CCn1cccc(CNN2CCC(C)=C(CC(=O)NCc3c(C)cc(N)nc3CO)C2=O)c1=O, predict the reactants needed to synthesize it. The reactants are: CCn1cccc(CNN2CCC(C)=C(CC(=O)NCc3c(C)cc(NC(=O)OC(C)(C)C)nc3CO)C2=O)c1=O. (4) Given the product Cc1ccc(-c2nnc(-c3ccc(OC(F)(F)F)cc3)o2)c(=O)n1Cc1ccnc(N2CCN(C)CC2)c1, predict the reactants needed to synthesize it. The reactants are: CN1CCNCC1.Cc1ccc(-c2nnc(-c3ccc(OC(F)(F)F)cc3)o2)c(=O)n1Cc1ccnc(Cl)c1. (5) Given the product COc1ccc(N(C)c2nc(SC)nc3ccccc23)cc1, predict the reactants needed to synthesize it. The reactants are: COc1ccc(N(C)c2nc(Cl)nc3ccccc23)cc1.C[S-]. (6) The reactants are: Cc1nnc(N)s1.O=C(OCc1ccccc1)C(CCc1ccccc1)CC1(C(=O)O)CCCC1. Given the product Cc1nnc(NC(=O)C2(CC(CCc3ccccc3)C(=O)OCc3ccccc3)CCCC2)s1, predict the reactants needed to synthesize it. (7) Given the product CC1(C)Oc2ccccc2N(CC(=O)O)C1=S, predict the reactants needed to synthesize it. The reactants are: COC(=O)CN1C(=S)C(C)(C)Oc2ccccc21. (8) Given the product COC(=O)c1c(Cl)ccc2c1CC(C)(C)C(c1cccc(Br)c1)N2, predict the reactants needed to synthesize it. The reactants are: COC(=O)c1c(Cl)ccc2c1C(O)C(C)(C)C(c1cccc(Br)c1)N2. (9) Given the product CCCc1c(Cc2ccc(-c3ccccc3-c3noc(=O)[nH]3)cc2)c(=O)n(C2CCC(O)CC2)c2ncnn12, predict the reactants needed to synthesize it. The reactants are: CCCc1c(Cc2ccc(-c3ccccc3-c3noc(=O)[nH]3)cc2)c(=O)n(C2CCC(=O)CC2)c2ncnn12. (10) Given the product CC(=O)N[C@H](C)CCNC(=O)c1cnc(Cl)cc1NC(C)C, predict the reactants needed to synthesize it. The reactants are: CC(=O)O.CC(C)Nc1cc(Cl)ncc1C(=O)NCC[C@@H](C)N.